From a dataset of Forward reaction prediction with 1.9M reactions from USPTO patents (1976-2016). Predict the product of the given reaction. Given the reactants NC1C=CC([C:8]2[C:13]([S:14]([NH2:17])(=[O:16])=[O:15])=[CH:12][CH:11]=[C:10]([NH2:18])[CH:9]=2)=CC=1.[C:19]1([C:28]2[CH:33]=[CH:32][CH:31]=[CH:30][CH:29]=2)[C:20]([N:25]=[C:26]=[O:27])=[CH:21][CH:22]=[CH:23][CH:24]=1, predict the reaction product. The product is: [C:28]1([C:19]2[CH:24]=[CH:23][CH:22]=[CH:21][C:20]=2[NH:25][C:26]([NH:18][C:10]2[CH:9]=[CH:8][C:13]([S:14]([NH2:17])(=[O:15])=[O:16])=[CH:12][CH:11]=2)=[O:27])[CH:33]=[CH:32][CH:31]=[CH:30][CH:29]=1.